Dataset: Reaction yield outcomes from USPTO patents with 853,638 reactions. Task: Predict the reaction yield, written as a fraction of the theoretical maximum amount of product (1.0 means a 100% yield; for example, 0.34 means a 34% yield). (1) The reactants are [CH:1]1[CH:6]=[CH:5][C:4]([C:7]2[C:12]([N:13]=[C:14]=[O:15])=[CH:11][CH:10]=[CH:9][CH:8]=2)=[CH:3][CH:2]=1.Cl.[N:17]12[CH2:24][CH2:23][CH:20]([CH2:21][CH2:22]1)[C@@H:19](O)[CH2:18]2.CN(C)C=[O:29]. The catalyst is C(OCC)(=O)C. The product is [N:17]12[CH2:18][CH:19]([CH2:21][CH2:22]1)[C@H:20]([O:15][C:14](=[O:29])[NH:13][C:12]1[CH:11]=[CH:10][CH:9]=[CH:8][C:7]=1[C:4]1[CH:3]=[CH:2][CH:1]=[CH:6][CH:5]=1)[CH2:23][CH2:24]2. The yield is 0.990. (2) The reactants are C([O:8][N:9]1[C:15](=[O:16])[N:14]2[CH2:17][C@H:10]1[CH2:11][CH2:12][C@H:13]2[C:18]([NH:20][O:21][CH2:22][C@@H:23]1[CH2:27][CH2:26][CH2:25][N:24]1[C:28]([O:30][C:31]([CH3:34])([CH3:33])[CH3:32])=[O:29])=[O:19])C1C=CC=CC=1. The catalyst is CO.[Pd]. The product is [OH:8][N:9]1[C:15](=[O:16])[N:14]2[CH2:17][C@H:10]1[CH2:11][CH2:12][C@H:13]2[C:18]([NH:20][O:21][CH2:22][C@@H:23]1[CH2:27][CH2:26][CH2:25][N:24]1[C:28]([O:30][C:31]([CH3:34])([CH3:33])[CH3:32])=[O:29])=[O:19]. The yield is 1.00. (3) The reactants are [CH3:1][C:2]1[N:3]([C:8]2[C:9]([CH3:20])=[CH:10][C:11]([CH3:19])=[C:12]3[C:17]=2[N:16]=[C:15]([CH3:18])[CH:14]=[CH:13]3)[C:4]([SH:7])=[N:5][N:6]=1.[CH3:21][C:22]1[CH:27]=[C:26]([S:28](=[O:31])(=[O:30])[NH2:29])[CH:25]=[CH:24][C:23]=1[NH:32][C:33](=[O:36])[CH2:34]Cl.C(=O)([O-])[O-].[K+].[K+].O. The catalyst is CN(C)C=O. The product is [CH3:21][C:22]1[CH:27]=[C:26]([S:28](=[O:30])(=[O:31])[NH2:29])[CH:25]=[CH:24][C:23]=1[NH:32][C:33](=[O:36])[CH2:34][S:7][C:4]1[N:3]([C:8]2[C:9]([CH3:20])=[CH:10][C:11]([CH3:19])=[C:12]3[C:17]=2[N:16]=[C:15]([CH3:18])[CH:14]=[CH:13]3)[C:2]([CH3:1])=[N:6][N:5]=1. The yield is 0.730. (4) The reactants are [S:1]1[CH:5]=[N:4][N:3]=[C:2]1[NH:6][S:7]([C:10]1[CH:11]=[C:12]([CH:17]=[CH:18][CH:19]=1)[C:13]([O:15]C)=[O:14])(=[O:9])=[O:8].[OH-].[Na+]. The catalyst is O1CCOCC1. The product is [S:1]1[CH:5]=[N:4][N:3]=[C:2]1[NH:6][S:7]([C:10]1[CH:11]=[C:12]([CH:17]=[CH:18][CH:19]=1)[C:13]([OH:15])=[O:14])(=[O:9])=[O:8]. The yield is 0.520. (5) The reactants are FC(F)(F)C(O)=O.[NH:8]1[C:16]2[C:11](=[CH:12][CH:13]=[CH:14][C:15]=2[CH:17]([C:22]2[CH:27]=[CH:26][CH:25]=[CH:24][CH:23]=2)[CH2:18][CH2:19][NH:20][CH3:21])[CH:10]=[N:9]1.O([C:36]([O:38][C:39]([CH3:42])([CH3:41])[CH3:40])=[O:37])[C:36]([O:38][C:39]([CH3:42])([CH3:41])[CH3:40])=[O:37]. The catalyst is C(Cl)Cl. The product is [C:39]([O:38][C:36](=[O:37])[N:20]([CH2:19][CH2:18][CH:17]([C:15]1[CH:14]=[CH:13][CH:12]=[C:11]2[C:16]=1[NH:8][N:9]=[CH:10]2)[C:22]1[CH:23]=[CH:24][CH:25]=[CH:26][CH:27]=1)[CH3:21])([CH3:40])([CH3:41])[CH3:42]. The yield is 1.00. (6) The reactants are C1(N(Cl)C(=O)N(Cl)C(=O)N1Cl)=O.[Si:13]([O:20][CH2:21][C@@H:22]1[CH2:26][C@@H:25]([OH:27])[CH2:24][N:23]1[C:28]([C:30]1[CH:35]=[C:34]([O:36][CH3:37])[C:33]([O:38][Si:39]([CH:46]([CH3:48])[CH3:47])([CH:43]([CH3:45])[CH3:44])[CH:40]([CH3:42])[CH3:41])=[CH:32][C:31]=1[N+:49]([O-:51])=[O:50])=[O:29])([C:16]([CH3:19])([CH3:18])[CH3:17])([CH3:15])[CH3:14].CC1(C)N([O])C(C)(C)CCC1.C(OCC)(=O)C.CCCCCC. The catalyst is ClCCl. The product is [Si:13]([O:20][CH2:21][C@H:22]1[N:23]([C:28](=[O:29])[C:30]2[CH:35]=[C:34]([O:36][CH3:37])[C:33]([O:38][Si:39]([CH:40]([CH3:41])[CH3:42])([CH:43]([CH3:44])[CH3:45])[CH:46]([CH3:48])[CH3:47])=[CH:32][C:31]=2[N+:49]([O-:51])=[O:50])[CH2:24][C:25](=[O:27])[CH2:26]1)([C:16]([CH3:17])([CH3:18])[CH3:19])([CH3:14])[CH3:15]. The yield is 1.00. (7) The catalyst is CN(C=O)C.CCOCC. The yield is 0.300. The reactants are [CH2:1]([O:3][C:4](=[O:25])[C:5]([O:8][C:9]1[CH:14]=[CH:13][C:12]([O:15][CH2:16][CH2:17][CH:18]([O:20]S(C)(=O)=O)[CH3:19])=[CH:11][CH:10]=1)([CH3:7])[CH3:6])[CH3:2].[Br:26][C:27]1[CH:28]=[CH:29][C:30](O)=[C:31]([C:33]([C:35]2[CH:40]=[CH:39][CH:38]=[CH:37][CH:36]=2)=[O:34])[CH:32]=1.C(=O)([O-])[O-].[Cs+].[Cs+].Cl. The product is [CH2:1]([O:3][C:4](=[O:25])[C:5]([O:8][C:9]1[CH:14]=[CH:13][C:12]([O:15][CH2:16][CH2:17][CH:18]([O:20][C:30]2[CH:29]=[CH:28][C:27]([Br:26])=[CH:32][C:31]=2[C:33](=[O:34])[C:35]2[CH:36]=[CH:37][CH:38]=[CH:39][CH:40]=2)[CH3:19])=[CH:11][CH:10]=1)([CH3:7])[CH3:6])[CH3:2]. (8) The catalyst is C1COCC1. The yield is 0.680. The product is [C:1]([O:5][C:6]([C@@H:8]1[CH2:12][C@H:11]([O:13][C:41]2[C:40]3[C:35](=[CH:36][C:37]([O:44][CH3:45])=[CH:38][CH:39]=3)[N:34]=[C:33]([C:27]3[CH:28]=[CH:29][CH:30]=[CH:31][CH:32]=3)[CH:42]=2)[CH2:10][C@H:9]1[C:14](=[O:26])[NH:15][C@:16]1([C:21]([O:23][CH2:24][CH3:25])=[O:22])[CH2:18][C@H:17]1[CH:19]=[CH2:20])=[O:7])([CH3:4])([CH3:2])[CH3:3]. The reactants are [C:1]([O:5][C:6]([C@@H:8]1[CH2:12][C@@H:11]([OH:13])[CH2:10][C@H:9]1[C:14](=[O:26])[NH:15][C@:16]1([C:21]([O:23][CH2:24][CH3:25])=[O:22])[CH2:18][C@H:17]1[CH:19]=[CH2:20])=[O:7])([CH3:4])([CH3:3])[CH3:2].[C:27]1([C:33]2[CH:42]=[C:41](O)[C:40]3[C:35](=[CH:36][C:37]([O:44][CH3:45])=[CH:38][CH:39]=3)[N:34]=2)[CH:32]=[CH:31][CH:30]=[CH:29][CH:28]=1.C1(P(C2C=CC=CC=2)C2C=CC=CC=2)C=CC=CC=1.CC(OC(/N=N/C(OC(C)C)=O)=O)C.